This data is from Acute oral toxicity (LD50) regression data from Zhu et al.. The task is: Regression/Classification. Given a drug SMILES string, predict its toxicity properties. Task type varies by dataset: regression for continuous values (e.g., LD50, hERG inhibition percentage) or binary classification for toxic/non-toxic outcomes (e.g., AMES mutagenicity, cardiotoxicity, hepatotoxicity). Dataset: ld50_zhu. (1) The compound is CN(C)CCC=C1c2ccccc2C(C)(C)c2ccccc21. The rat oral LD50 is 3.23, given as -log10 of the dose in mol/kg body weight (higher means more acutely toxic). (2) The molecule is OCC1CCCO1. The rat oral LD50 is 1.80, given as -log10 of the dose in mol/kg body weight (higher means more acutely toxic). (3) The molecule is CCCCCCCCCCCC(=O)OCC(O)C1OCC(O)C1O. The rat oral LD50 is 1.01, given as -log10 of the dose in mol/kg body weight (higher means more acutely toxic). (4) The compound is O=[N+]([O-])C=C1SCCN1Cc1ccccc1. The rat oral LD50 is 2.37, given as -log10 of the dose in mol/kg body weight (higher means more acutely toxic). (5) The compound is COP(=S)(OC)SCSCCOC(N)=O. The rat oral LD50 is 3.82, given as -log10 of the dose in mol/kg body weight (higher means more acutely toxic).